From a dataset of Peptide-MHC class II binding affinity with 134,281 pairs from IEDB. Regression. Given a peptide amino acid sequence and an MHC pseudo amino acid sequence, predict their binding affinity value. This is MHC class II binding data. (1) The peptide sequence is IRGTSATAAAIQLKC. The MHC is DRB1_1101 with pseudo-sequence DRB1_1101. The binding affinity (normalized) is 0.137. (2) The peptide sequence is EITPQASTTEAILPE. The MHC is DRB1_1302 with pseudo-sequence DRB1_1302. The binding affinity (normalized) is 0.610. (3) The peptide sequence is GELQQVDKIDAAFKI. The MHC is DRB4_0101 with pseudo-sequence DRB4_0103. The binding affinity (normalized) is 0.600. (4) The peptide sequence is MLGARYLEFEALGFL. The MHC is DRB1_0301 with pseudo-sequence DRB1_0301. The binding affinity (normalized) is 0.385. (5) The peptide sequence is ISFCNANPGLMKDVA. The MHC is HLA-DPA10201-DPB11401 with pseudo-sequence HLA-DPA10201-DPB11401. The binding affinity (normalized) is 0.0948.